From a dataset of NCI-60 drug combinations with 297,098 pairs across 59 cell lines. Regression. Given two drug SMILES strings and cell line genomic features, predict the synergy score measuring deviation from expected non-interaction effect. Drug 1: CC1=C(C=C(C=C1)NC2=NC=CC(=N2)N(C)C3=CC4=NN(C(=C4C=C3)C)C)S(=O)(=O)N.Cl. Drug 2: C1=CC=C(C(=C1)C(C2=CC=C(C=C2)Cl)C(Cl)Cl)Cl. Cell line: SNB-19. Synergy scores: CSS=4.33, Synergy_ZIP=0.998, Synergy_Bliss=4.07, Synergy_Loewe=3.11, Synergy_HSA=2.65.